Dataset: Catalyst prediction with 721,799 reactions and 888 catalyst types from USPTO. Task: Predict which catalyst facilitates the given reaction. (1) Reactant: [Cl:1][C:2]1[CH:3]=[C:4]2[C:9](=[CH:10][C:11]=1[N:12]1[CH2:17][C:16]3[C:18]([CH:25]4[CH2:27][CH2:26]4)=[N:19][C:20]([C:22](O)=[O:23])=[CH:21][C:15]=3[NH:14][C:13]1=[O:28])[O:8][CH:7]([C:29]1[C:34]([F:35])=[CH:33][CH:32]=[CH:31][N:30]=1)[CH2:6][CH2:5]2.[NH2:36][CH:37]([CH2:40][OH:41])[CH2:38][OH:39].CCN=C=NCCCN(C)C.C1C=CC2N(O)N=NC=2C=1. Product: [Cl:1][C:2]1[CH:3]=[C:4]2[C:9](=[CH:10][C:11]=1[N:12]1[CH2:17][C:16]3[C:18]([CH:25]4[CH2:26][CH2:27]4)=[N:19][C:20]([C:22]([NH:36][CH:37]([CH2:40][OH:41])[CH2:38][OH:39])=[O:23])=[CH:21][C:15]=3[NH:14][C:13]1=[O:28])[O:8][CH:7]([C:29]1[C:34]([F:35])=[CH:33][CH:32]=[CH:31][N:30]=1)[CH2:6][CH2:5]2. The catalyst class is: 18. (2) Reactant: [CH-:1]1[CH:5]=[CH:4][CH:3]=[CH:2]1.[CH-:6]1[CH:10]=[CH:9][CH:8]=[CH:7]1.[Fe+2:11].[Al+3].[Cl-].[Cl-].[Cl-].[Br:16][CH2:17][CH2:18][CH2:19][CH2:20][CH2:21][C:22](Cl)=[O:23]. Product: [Br:16][CH2:17][CH2:18][CH2:19][CH2:20][CH2:21][C:22]([C-:1]1[CH:5]=[CH:4][CH:3]=[CH:2]1)=[O:23].[C-:6]1([C:22](=[O:23])[CH2:21][CH2:20][CH2:19][CH2:18][CH2:17][Br:16])[CH:10]=[CH:9][CH:8]=[CH:7]1.[Fe+2:11]. The catalyst class is: 68. (3) Reactant: C([Li])CCC.[CH3:6][Si:7]([CH3:12])([CH3:11])[C:8]#[C:9][CH3:10].[Cl-].[Mg+2].[Cl-].C(O[B:20]1[O:24][C:23]([CH3:26])([CH3:25])[C:22]([CH3:28])([CH3:27])[O:21]1)(C)C.C(Cl)(=O)C. Product: [CH3:6][Si:7]([CH3:12])([CH3:11])[C:8]#[C:9][CH2:10][B:20]1[O:24][C:23]([CH3:26])([CH3:25])[C:22]([CH3:28])([CH3:27])[O:21]1. The catalyst class is: 680. (4) Reactant: [C:1]([C:4]1([NH:15][S:16]([C:18]([CH3:21])([CH3:20])[CH3:19])=[O:17])[CH2:7][N:6]([C:8]([O:10][C:11]([CH3:14])([CH3:13])[CH3:12])=[O:9])[CH2:5]1)(=[NH:3])[NH2:2].C[O-].[Na+].CN(C)/[CH:27]=[CH:28]/[CH:29]=O. Product: [CH3:19][C:18]([CH3:21])([S:16]([NH:15][C:4]1([C:1]2[N:2]=[CH:29][CH:28]=[CH:27][N:3]=2)[CH2:5][N:6]([C:8]([O:10][C:11]([CH3:13])([CH3:14])[CH3:12])=[O:9])[CH2:7]1)=[O:17])[CH3:20]. The catalyst class is: 5. (5) Product: [C:1]([O:4][C:5]1[C:6]([CH3:18])=[C:7]2[C:8](=[CH:9][C:10]=1[CH:11]([CH3:13])[CH3:12])[O:14][C:19]1([CH2:22][CH2:21][CH2:20]1)[CH2:16][C:15]2=[O:17])(=[O:3])[CH3:2]. The catalyst class is: 11. Reactant: [C:1]([O:4][C:5]1[C:10]([CH:11]([CH3:13])[CH3:12])=[CH:9][C:8]([OH:14])=[C:7]([C:15](=[O:17])[CH3:16])[C:6]=1[CH3:18])(=[O:3])[CH3:2].[C:19]1(=O)[CH2:22][CH2:21][CH2:20]1.N1CCCC1. (6) Reactant: [CH2:1]([O:8][C:9]([N:11]([CH2:18][C:19]1[CH:51]=[CH:50][C:22]2[N:23]([CH2:37][CH:38]3[CH2:42][CH2:41][CH2:40][N:39]3C(OC(C)(C)C)=O)[C:24]([NH:26][C:27]([C:29]3[S:30][C:31]([CH:34]([F:36])[F:35])=[CH:32][CH:33]=3)=[O:28])=[N:25][C:21]=2[CH:20]=1)[C@H:12]([C:14]([CH3:17])([CH3:16])[CH3:15])[CH3:13])=[O:10])[C:2]1[CH:7]=[CH:6][CH:5]=[CH:4][CH:3]=1.C(O)(C(F)(F)F)=O. Product: [CH2:1]([O:8][C:9](=[O:10])[N:11]([CH2:18][C:19]1[CH:51]=[CH:50][C:22]2[N:23]([CH2:37][CH:38]3[CH2:42][CH2:41][CH2:40][NH:39]3)[C:24]([NH:26][C:27]([C:29]3[S:30][C:31]([CH:34]([F:35])[F:36])=[CH:32][CH:33]=3)=[O:28])=[N:25][C:21]=2[CH:20]=1)[C@H:12]([C:14]([CH3:16])([CH3:17])[CH3:15])[CH3:13])[C:2]1[CH:3]=[CH:4][CH:5]=[CH:6][CH:7]=1. The catalyst class is: 343. (7) Reactant: C(NC1CCCCC1)(C)C.[Li]CCCC.[Cl:16][C:17]1[N:25]=[CH:24][N:23]=[C:22]2[C:18]=1[N:19]=[CH:20][N:21]2[CH3:26].[CH3:27][S:28](=O)(SC)=O.[NH4+].[Cl-]. Product: [Cl:16][C:17]1[N:25]=[CH:24][N:23]=[C:22]2[C:18]=1[N:19]=[C:20]([S:28][CH3:27])[N:21]2[CH3:26]. The catalyst class is: 1. (8) Reactant: [N:1]1[C:10]2[C:5](=[CH:6][C:7]([O:11][CH2:12][CH2:13][O:14][C:15]3[CH:30]=[CH:29][C:18]([CH2:19][CH:20]([C:25]([O:27]C)=[O:26])[C:21]([O:23][CH3:24])=[O:22])=[CH:17][CH:16]=3)=[CH:8][CH:9]=2)[CH:4]=[CH:3][CH:2]=1.[OH-].[Na+]. Product: [CH3:24][O:23][C:21]([CH:20]([CH2:19][C:18]1[CH:17]=[CH:16][C:15]([O:14][CH2:13][CH2:12][O:11][C:7]2[CH:6]=[C:5]3[C:10](=[CH:9][CH:8]=2)[N:1]=[CH:2][CH:3]=[CH:4]3)=[CH:30][CH:29]=1)[C:25]([OH:27])=[O:26])=[O:22]. The catalyst class is: 111.